This data is from Catalyst prediction with 721,799 reactions and 888 catalyst types from USPTO. The task is: Predict which catalyst facilitates the given reaction. (1) Reactant: [C:1](OC(=O)C)(=[O:3])[CH3:2].[OH:8][C:9]1[CH:14]=[CH:13][C:12]([C:15]2[CH:20]=[CH:19][CH:18]=[CH:17][CH:16]=2)=[CH:11][C:10]=1[CH2:21][CH3:22].N1C=CC=CC=1. Product: [C:1]([O:8][C:9]1[CH:14]=[CH:13][C:12]([C:15]2[CH:20]=[CH:19][CH:18]=[CH:17][CH:16]=2)=[CH:11][C:10]=1[CH2:21][CH3:22])(=[O:3])[CH3:2]. The catalyst class is: 22. (2) Reactant: [Cl:1][C:2]1[CH:7]=[CH:6][C:5]([C@H:8]([C:19]2[CH:27]=[CH:26][C:22]([C:23](O)=[O:24])=[CH:21][CH:20]=2)[CH2:9][C:10]([C:12]2[CH:17]=[CH:16][N:15]=[C:14]([CH3:18])[CH:13]=2)=[O:11])=[C:4]([CH3:28])[CH:3]=1.Cl.[CH3:30][NH:31][CH3:32].F[P-](F)(F)(F)(F)F.N1(O[P+](N(C)C)(N(C)C)N(C)C)C2C=CC=CC=2N=N1. Product: [Cl:1][C:2]1[CH:7]=[CH:6][C:5]([C@H:8]([C:19]2[CH:27]=[CH:26][C:22]([C:23]([N:31]([CH3:32])[CH3:30])=[O:24])=[CH:21][CH:20]=2)[CH2:9][C:10]([C:12]2[CH:17]=[CH:16][N:15]=[C:14]([CH3:18])[CH:13]=2)=[O:11])=[C:4]([CH3:28])[CH:3]=1. The catalyst class is: 7. (3) Product: [O:1]1[CH2:5][CH2:4][CH:3]([NH:6][C:7]2[C:8]3[N:9]([CH:15]=[CH:16][CH:17]=3)[N:10]=[CH:11][C:12]=2[C:13]([NH2:14])=[O:18])[CH2:2]1. Reactant: [O:1]1[CH2:5][CH2:4][CH:3]([NH:6][C:7]2[C:8]3[N:9]([CH:15]=[CH:16][CH:17]=3)[N:10]=[CH:11][C:12]=2[C:13]#[N:14])[CH2:2]1.[OH-:18].[NH4+].OO. The catalyst class is: 8. (4) Reactant: [CH2:1]([N:8]([CH2:18][C:19]([O:21]CC)=O)[C:9](=[O:17])[CH2:10][CH2:11][C:12]([O:14][CH2:15][CH3:16])=[O:13])[C:2]1[CH:7]=[CH:6][CH:5]=[CH:4][CH:3]=1.C(O)C.[Na].C(O)(=O)C. Product: [CH2:1]([N:8]1[CH2:18][C:19]([OH:21])=[C:11]([C:12]([O:14][CH2:15][CH3:16])=[O:13])[CH2:10][C:9]1=[O:17])[C:2]1[CH:7]=[CH:6][CH:5]=[CH:4][CH:3]=1. The catalyst class is: 155.